Dataset: HIV replication inhibition screening data with 41,000+ compounds from the AIDS Antiviral Screen. Task: Binary Classification. Given a drug SMILES string, predict its activity (active/inactive) in a high-throughput screening assay against a specified biological target. (1) The molecule is COc1cccc2c1[OH+][Co-2]1([O+]=C2)[O+]=Cc2cccc(OC)c2[OH+]1. The result is 0 (inactive). (2) The compound is Cl.O=C(OCC1CCCN2CCCCC12)c1ccc(Cl)cc1. The result is 0 (inactive). (3) The drug is CNC(=O)NCCN1CC2CCC(CC2)C1. The result is 0 (inactive). (4) The molecule is CCOC(=O)C1=C(NC)OCC1=NNC(=O)c1ccccc1O. The result is 0 (inactive). (5) The result is 0 (inactive). The compound is CC(=CCO)CCC1=C(C=O)CC(OC2OCC(O)C(O)C2O)C2C(C)(CO)CCCC12C. (6) The molecule is CCOC(C)=O.O=C1OC(=O)c2c1cc1cc3c(cc1c2-c1ccc2c(c1)OCO2)OCO3. The result is 0 (inactive).